Dataset: Catalyst prediction with 721,799 reactions and 888 catalyst types from USPTO. Task: Predict which catalyst facilitates the given reaction. Reactant: Br[C:2]1[CH:7]=[C:6]([C:8]2[CH:9]=[N:10][CH:11]=[CH:12][CH:13]=2)[CH:5]=[C:4]([N+:14]([O-:16])=[O:15])[C:3]=1[NH2:17].[Br-].[N:19]1[CH:24]=[CH:23][CH:22]=[CH:21][C:20]=1[Zn+]. Product: [N+:14]([C:4]1[CH:5]=[C:6]([C:8]2[CH:9]=[N:10][CH:11]=[CH:12][CH:13]=2)[CH:7]=[C:2]([C:20]2[CH:21]=[CH:22][CH:23]=[CH:24][N:19]=2)[C:3]=1[NH2:17])([O-:16])=[O:15]. The catalyst class is: 176.